From a dataset of Catalyst prediction with 721,799 reactions and 888 catalyst types from USPTO. Predict which catalyst facilitates the given reaction. (1) Reactant: [C:1](O)(=O)[CH3:2].[NH:5]1[C:9]2[CH:10]=[CH:11][CH:12]=[CH:13][C:8]=2[N:7]=[C:6]1[CH2:14][CH:15]1[CH2:20][CH2:19][N:18]([C:21]2[C:26]([CH3:27])=[CH:25][N:24]([CH2:28][C@H:29]([NH:33][S:34]([N:37]([CH3:39])[CH3:38])(=[O:36])=[O:35])[C:30]([OH:32])=[O:31])[C:23](=[O:40])[N:22]=2)[CH2:17][CH2:16]1.Cl.C(Cl)Cl.CO.[NH4+].[OH-]. Product: [NH:5]1[C:9]2[CH:10]=[CH:11][CH:12]=[CH:13][C:8]=2[N:7]=[C:6]1[CH2:14][CH:15]1[CH2:20][CH2:19][N:18]([C:21]2[C:26]([CH3:27])=[CH:25][N:24]([CH2:28][C@H:29]([NH:33][S:34]([N:37]([CH3:38])[CH3:39])(=[O:36])=[O:35])[C:30]([O:32][CH2:1][CH3:2])=[O:31])[C:23](=[O:40])[N:22]=2)[CH2:17][CH2:16]1. The catalyst class is: 8. (2) The catalyst class is: 159. Reactant: [Br:1][C:2]1[CH:7]=[CH:6][CH:5]=[CH:4][C:3]=1[S:8][CH2:9][CH:10]1OC=CO1. Product: [Br:1][C:2]1[C:3]2[S:8][CH:9]=[CH:10][C:4]=2[CH:5]=[CH:6][CH:7]=1. (3) Reactant: [N:1]1C(Cl)=NC(Cl)=NC=1Cl.[C:10]1([C:30]2[CH:35]=[CH:34][CH:33]=[CH:32][CH:31]=2)[CH:15]=[CH:14][C:13]([C:16]([NH:18][C:19]2[CH:24]=[CH:23][C:22](/[CH:25]=[CH:26]/[C:27](O)=O)=[CH:21][CH:20]=2)=[O:17])=[CH:12][CH:11]=1. Product: [C:27](/[CH:26]=[CH:25]/[C:22]1[CH:23]=[CH:24][C:19]([NH:18][C:16]([C:13]2[CH:14]=[CH:15][C:10]([C:30]3[CH:35]=[CH:34][CH:33]=[CH:32][CH:31]=3)=[CH:11][CH:12]=2)=[O:17])=[CH:20][CH:21]=1)#[N:1]. The catalyst class is: 9. (4) Reactant: [F:1][C:2]([F:7])([F:6])[C:3]([OH:5])=[O:4].[CH3:8][O:9][C:10](=[O:45])[CH:11]([NH:37]C(OC(C)(C)C)=O)[CH2:12][CH:13]1[O:17][N:16]=[C:15]([C:18]2[CH:23]=[CH:22][C:21]([O:24][CH2:25][C:26]3[C:35]4[C:30](=[CH:31][CH:32]=[CH:33][CH:34]=4)[N:29]=[C:28]([CH3:36])[CH:27]=3)=[CH:20][CH:19]=2)[CH2:14]1. Product: [F:1][C:2]([F:7])([F:6])[C:3]([OH:5])=[O:4].[CH3:8][O:9][C:10](=[O:45])[CH:11]([NH2:37])[CH2:12][CH:13]1[O:17][N:16]=[C:15]([C:18]2[CH:19]=[CH:20][C:21]([O:24][CH2:25][C:26]3[C:35]4[C:30](=[CH:31][CH:32]=[CH:33][CH:34]=4)[N:29]=[C:28]([CH3:36])[CH:27]=3)=[CH:22][CH:23]=2)[CH2:14]1. The catalyst class is: 2. (5) Reactant: [CH:1]1([C:5]2[C:14]([I:15])=[CH:13][C:8]([C:9]([O:11]C)=[O:10])=[C:7]([CH2:16][CH3:17])[CH:6]=2)[CH2:4][CH2:3][CH2:2]1.[OH-].[Na+]. Product: [CH:1]1([C:5]2[C:14]([I:15])=[CH:13][C:8]([C:9]([OH:11])=[O:10])=[C:7]([CH2:16][CH3:17])[CH:6]=2)[CH2:2][CH2:3][CH2:4]1. The catalyst class is: 24. (6) Reactant: [CH:1]([C:5]1[CH:6]=[C:7]([CH:18]=[CH:19][C:20]=1[O:21][CH3:22])[O:8][C:9]1[C:14]([Cl:15])=[CH:13][C:12]([NH2:16])=[CH:11][C:10]=1[Cl:17])([CH2:3][CH3:4])[CH3:2].Br[CH2:24][C:25]([O:27][CH2:28][CH3:29])=[O:26].C(N(C(C)C)CC)(C)C. Product: [CH2:28]([O:27][C:25](=[O:26])[CH2:24][NH:16][C:12]1[CH:11]=[C:10]([Cl:17])[C:9]([O:8][C:7]2[CH:18]=[CH:19][C:20]([O:21][CH3:22])=[C:5]([CH:1]([CH2:3][CH3:4])[CH3:2])[CH:6]=2)=[C:14]([Cl:15])[CH:13]=1)[CH3:29]. The catalyst class is: 39. (7) Reactant: [F:1][C:2]1[CH:10]=[CH:9][CH:8]=[C:7]2[C:3]=1[C:4]([C:25]([OH:27])=O)=[CH:5][N:6]2[CH2:11][C:12]1[CH:17]=[CH:16][C:15]([C:18]2[CH:19]=[N:20][N:21]([CH3:23])[CH:22]=2)=[CH:14][C:13]=1[F:24].C(N(CC)CC)C.F[P-](F)(F)(F)(F)F.N1(O[P+](N(C)C)(N(C)C)N(C)C)C2C=CC=CC=2N=N1.Cl.[NH2:63][C@H:64]1[CH2:69][CH2:68][CH2:67][CH2:66][C@@H:65]1[OH:70]. Product: [F:1][C:2]1[CH:10]=[CH:9][CH:8]=[C:7]2[C:3]=1[C:4]([C:25]([NH:63][C@H:64]1[CH2:69][CH2:68][CH2:67][CH2:66][C@@H:65]1[OH:70])=[O:27])=[CH:5][N:6]2[CH2:11][C:12]1[CH:17]=[CH:16][C:15]([C:18]2[CH:19]=[N:20][N:21]([CH3:23])[CH:22]=2)=[CH:14][C:13]=1[F:24]. The catalyst class is: 9. (8) Reactant: ClC(Cl)(Cl)CO[C:5](=[O:29])[NH:6][C:7]1[C:8]([CH3:28])=[C:9]([O:26][CH3:27])[C:10]2[O:14][CH2:13][CH:12]([C:15]3[CH:20]=[CH:19][C:18]([CH:21]([CH3:23])[CH3:22])=[CH:17][CH:16]=3)[C:11]=2[C:24]=1[CH3:25].[NH2:32][CH2:33][CH2:34][OH:35]. Product: [OH:35][CH2:34][CH2:33][NH:32][C:5]([NH:6][C:7]1[C:8]([CH3:28])=[C:9]([O:26][CH3:27])[C:10]2[O:14][CH2:13][CH:12]([C:15]3[CH:16]=[CH:17][C:18]([CH:21]([CH3:22])[CH3:23])=[CH:19][CH:20]=3)[C:11]=2[C:24]=1[CH3:25])=[O:29]. The catalyst class is: 195. (9) Reactant: [N:1]1[C:10]2[C:5](=[CH:6][CH:7]=[CH:8][CH:9]=2)[CH:4]=[C:3]([C:11]([OH:13])=O)[CH:2]=1.Cl.[CH3:15][NH:16][O:17][CH3:18].CCN=C=NCCCN(C)C.C1C=CC2N(O)N=NC=2C=1.CCN(C(C)C)C(C)C. Product: [CH3:18][O:17][N:16]([CH3:15])[C:11]([C:3]1[CH:2]=[N:1][C:10]2[C:5]([CH:4]=1)=[CH:6][CH:7]=[CH:8][CH:9]=2)=[O:13]. The catalyst class is: 606. (10) Reactant: [CH:1]1[CH:2]=[CH:3][C:4]([C@@H:7]2[N:16]([C:17]([O:19][C@@H:20]3[CH:25]4[CH2:26][CH2:27][N:22]([CH2:23][CH2:24]4)[CH2:21]3)=[O:18])[CH2:15][CH2:14][C:13]3[CH:12]=[CH:11][CH:10]=[CH:9][C:8]2=3)=[CH:5][CH:6]=1.CC(CC(C)=O)C.[C:35]([OH:42])(=[O:41])[CH2:36][CH2:37][C:38]([OH:40])=[O:39]. Product: [CH:1]1[CH:6]=[CH:5][C:4]([C@@H:7]2[N:16]([C:17]([O:19][C@@H:20]3[CH:25]4[CH2:24][CH2:23][N:22]([CH2:27][CH2:26]4)[CH2:21]3)=[O:18])[CH2:15][CH2:14][C:13]3[CH:12]=[CH:11][CH:10]=[CH:9][C:8]2=3)=[CH:3][CH:2]=1.[CH2:36]([C:35]([OH:42])=[O:41])[CH2:37][C:38]([OH:40])=[O:39]. The catalyst class is: 14.